This data is from Catalyst prediction with 721,799 reactions and 888 catalyst types from USPTO. The task is: Predict which catalyst facilitates the given reaction. (1) Reactant: [F:1][C:2]1[C:3]([NH2:17])=[N:4][C:5]([O:8][CH2:9][C:10]2[CH:15]=[CH:14][C:13]([CH3:16])=[CH:12][CH:11]=2)=[N:6][CH:7]=1.[CH2:18]=[O:19]. Product: [F:1][C:2]1[C:3]([NH:17][CH2:18][OH:19])=[N:4][C:5]([O:8][CH2:9][C:10]2[CH:15]=[CH:14][C:13]([CH3:16])=[CH:12][CH:11]=2)=[N:6][CH:7]=1. The catalyst class is: 12. (2) Reactant: [F:1][C:2]1[CH:3]=[C:4]2[NH:10][C:9](=[O:11])[S:8][C:5]2=[N:6][CH:7]=1.C(=O)([O-])[O-].[K+].[K+].[CH2:18](I)[CH:19]=[CH2:20]. Product: [F:1][C:2]1[CH:3]=[C:4]2[N:10]([CH2:20][CH:19]=[CH2:18])[C:9](=[O:11])[S:8][C:5]2=[N:6][CH:7]=1. The catalyst class is: 3. (3) Reactant: [C:1]1([CH3:7])[CH:6]=[CH:5][CH:4]=[CH:3][CH:2]=1.[CH2:8]([O:10][C:11]1([O:34][CH2:35][CH3:36])[CH2:16][CH2:15][N:14]([C:17]([O:19][CH2:20][CH:21]2[C:33]3[CH:32]=[CH:31][CH:30]=[CH:29][C:28]=3[C:27]3[C:22]2=[CH:23][CH:24]=[CH:25][CH:26]=3)=[O:18])[CH2:13][CH2:12]1)[CH3:9].C(O)C[CH2:39][CH2:40][CH2:41][CH2:42][CH2:43][CH2:44]/[CH:45]=[CH:46]\[CH2:47]/[CH:48]=[CH:49]\[CH2:50][CH2:51][CH2:52][CH2:53][CH3:54].[C:56]1([CH3:66])[CH:61]=[CH:60][C:59](S([O-])(=O)=O)=[CH:58][CH:57]=1.[NH+]1C=CC=[CH:69][CH:68]=1. Product: [CH2:35]([O:34][C:11]1([O:10][CH2:8][CH2:9][CH2:68][CH2:69][CH2:57][CH2:58][CH2:59][CH2:60]/[CH:61]=[CH:56]\[CH2:66]/[CH:2]=[CH:3]\[CH2:4][CH2:5][CH2:6][CH2:1][CH3:7])[CH2:16][CH2:15][N:14]([C:17]([O:19][CH2:20][CH:21]2[C:22]3[CH:23]=[CH:24][CH:25]=[CH:26][C:27]=3[C:28]3[C:33]2=[CH:32][CH:31]=[CH:30][CH:29]=3)=[O:18])[CH2:13][CH2:12]1)[CH2:36][CH2:39][CH2:40][CH2:41][CH2:42][CH2:43][CH2:44]/[CH:45]=[CH:46]\[CH2:47]/[CH:48]=[CH:49]\[CH2:50][CH2:51][CH2:52][CH2:53][CH3:54]. The catalyst class is: 4. (4) Reactant: [Cl:1][C:2]1[CH:3]=[C:4]([C:9]2[O:10][C:11]([CH3:15])([CH3:14])[CH2:12][N:13]=2)[CH:5]=[N:6][C:7]=1Cl.[CH3:16][S-:17].[Na+].O. Product: [Cl:1][C:2]1[CH:3]=[C:4]([C:9]2[O:10][C:11]([CH3:15])([CH3:14])[CH2:12][N:13]=2)[CH:5]=[N:6][C:7]=1[S:17][CH3:16]. The catalyst class is: 107. (5) Reactant: [Cl:1][C:2]1[S:6][C:5]([CH2:7][NH:8][C:9]2[CH:14]=[CH:13][N:12]([C:15]3[CH:16]=[CH:17][C:18]4[N:19]([C:21]([CH3:27])=[C:22]([CH:24]5[CH2:26][CH2:25]5)[N:23]=4)[CH:20]=3)[C:11](=[O:28])[CH:10]=2)=[CH:4][CH:3]=1.[H-].[Na+].I[CH3:32]. Product: [Cl:1][C:2]1[S:6][C:5]([CH2:7][N:8]([CH3:32])[C:9]2[CH:14]=[CH:13][N:12]([C:15]3[CH:16]=[CH:17][C:18]4[N:19]([C:21]([CH3:27])=[C:22]([CH:24]5[CH2:26][CH2:25]5)[N:23]=4)[CH:20]=3)[C:11](=[O:28])[CH:10]=2)=[CH:4][CH:3]=1. The catalyst class is: 3. (6) Reactant: [Li][CH2:2][CH2:3][CH2:4][CH3:5].[C:6](#[N:8])[CH3:7].C(C1CCC1)C.C(#N)C.[C:18](=O)=[O:19]. Product: [CH:5]1([C:18](=[O:19])[CH2:7][C:6]#[N:8])[CH2:4][CH2:3][CH2:2]1. The catalyst class is: 1. (7) Reactant: [C:1]([C:4]1[N:5]=[C:6]2[C:12]3[CH:13]=[C:14]([C:18]#[C:19][C:20]([OH:23])([CH3:22])[CH3:21])[C:15]([F:17])=[CH:16][C:11]=3[O:10][CH2:9][CH2:8][N:7]2[C:24]=1[C:25]([O:27]C)=[O:26])(=[O:3])[NH2:2].[Li+].[OH-]. Product: [C:1]([C:4]1[N:5]=[C:6]2[C:12]3[CH:13]=[C:14]([C:18]#[C:19][C:20]([OH:23])([CH3:21])[CH3:22])[C:15]([F:17])=[CH:16][C:11]=3[O:10][CH2:9][CH2:8][N:7]2[C:24]=1[C:25]([OH:27])=[O:26])(=[O:3])[NH2:2]. The catalyst class is: 90. (8) Reactant: [NH2:1][CH2:2][C:3]([N:5]([C:23]1[CH:28]=[CH:27][CH:26]=[C:25]([F:29])[CH:24]=1)[CH:6]([C:16]1[CH:21]=[CH:20][CH:19]=[CH:18][C:17]=1[CH3:22])[C:7]([NH:9][CH:10]1[CH2:15][CH2:14][CH2:13][CH2:12][CH2:11]1)=[O:8])=[O:4].CCN(CC)CC.[N:37]([CH2:40][CH:41]([O:44][CH3:45])[O:42][CH3:43])=[C:38]=[O:39]. Product: [CH:10]1([NH:9][C:7](=[O:8])[CH:6]([N:5]([C:3](=[O:4])[CH2:2][NH:1][C:38]([NH:37][CH2:40][CH:41]([O:44][CH3:45])[O:42][CH3:43])=[O:39])[C:23]2[CH:28]=[CH:27][CH:26]=[C:25]([F:29])[CH:24]=2)[C:16]2[CH:21]=[CH:20][CH:19]=[CH:18][C:17]=2[CH3:22])[CH2:15][CH2:14][CH2:13][CH2:12][CH2:11]1. The catalyst class is: 2.